This data is from Full USPTO retrosynthesis dataset with 1.9M reactions from patents (1976-2016). The task is: Predict the reactants needed to synthesize the given product. (1) Given the product [C:27]([O:26][C:3](=[O:4])[NH:5][C:6]1[C:11]([C:12]2[O:16][N:15]=[C:14]([CH2:17][OH:19])[CH:13]=2)=[CH:10][CH:9]=[CH:8][N:7]=1)([CH3:30])([CH3:29])[CH3:28], predict the reactants needed to synthesize it. The reactants are: CC(C)(C)[C:3]([NH:5][C:6]1[C:11]([C:12]2[O:16][N:15]=[C:14]([C:17]([O:19]CC)=O)[CH:13]=2)=[CH:10][CH:9]=[CH:8][N:7]=1)=[O:4].C(OC([O:26][C:27]([CH3:30])([CH3:29])[CH3:28])=O)([O:26][C:27]([CH3:30])([CH3:29])[CH3:28])=O.O1CCCC1.[BH4-].[Na+]. (2) Given the product [F:1][C:2]1[CH:7]=[CH:6][C:5]([N:8]2[C:16]3[CH:15]=[C:14]4[CH2:17][CH2:18][C@H:19]5[C:24]([C@@:13]4([CH3:31])[CH2:12][C:11]=3[CH:10]=[N:9]2)=[CH:23][CH2:22][C@@H:21]([C:25]([F:28])([F:27])[F:26])[C@@H:20]5[CH2:29][NH:37][CH2:36][C:35]2[CH:38]=[CH:39][CH:40]=[C:33]([F:32])[CH:34]=2)=[CH:4][CH:3]=1, predict the reactants needed to synthesize it. The reactants are: [F:1][C:2]1[CH:7]=[CH:6][C:5]([N:8]2[C:16]3[CH:15]=[C:14]4[CH2:17][CH2:18][C@H:19]5[C:24]([C@@:13]4([CH3:31])[CH2:12][C:11]=3[CH:10]=[N:9]2)=[CH:23][CH2:22][C@@H:21]([C:25]([F:28])([F:27])[F:26])[C@@H:20]5[CH:29]=O)=[CH:4][CH:3]=1.[F:32][C:33]1[CH:34]=[C:35]([CH:38]=[CH:39][CH:40]=1)[CH2:36][NH2:37].C(O[BH-](OC(=O)C)OC(=O)C)(=O)C.[Na+]. (3) Given the product [Br:17][C:18]1[CH:22]=[CH:21][O:20][C:19]=1[C:23](=[O:28])[C:24](=[N:13][NH:6][C:5]1[CH:7]=[CH:8][CH:9]=[C:3]([C:2]([F:10])([F:11])[F:1])[CH:4]=1)[C:25](=[O:27])[CH3:26], predict the reactants needed to synthesize it. The reactants are: [F:1][C:2]([F:11])([F:10])[C:3]1[CH:4]=[C:5]([CH:7]=[CH:8][CH:9]=1)[NH2:6].Cl.[N:13]([O-])=O.[Na+].[Br:17][C:18]1[CH:22]=[CH:21][O:20][C:19]=1[C:23](=[O:28])[CH2:24][C:25](=[O:27])[CH3:26].C([O-])(=O)C.[Na+]. (4) Given the product [Cl:2][C:3]1[CH:4]=[C:5]([N:13]([CH2:23][CH3:24])[C@H:14]2[CH2:19][CH2:18][C@H:17]([N:20]([CH3:22])[CH3:21])[CH2:16][CH2:15]2)[C:6]([CH3:12])=[C:7]([CH:11]=1)[C:8]([NH:66][CH2:65][C:64]1[C:60]([O:59][CH3:58])=[N:61][N:62]([CH3:73])[C:63]=1[N:67]1[CH2:72][CH2:71][CH2:70][CH2:69][CH2:68]1)=[O:9], predict the reactants needed to synthesize it. The reactants are: Cl.[Cl:2][C:3]1[CH:4]=[C:5]([N:13]([CH2:23][CH3:24])[C@H:14]2[CH2:19][CH2:18][C@H:17]([N:20]([CH3:22])[CH3:21])[CH2:16][CH2:15]2)[C:6]([CH3:12])=[C:7]([CH:11]=1)[C:8](O)=[O:9].CCN(C(C)C)C(C)C.CN(C(ON1N=NC2C=CC=NC1=2)=[N+](C)C)C.F[P-](F)(F)(F)(F)F.[CH3:58][O:59][C:60]1[C:64]([CH2:65][NH2:66])=[C:63]([N:67]2[CH2:72][CH2:71][CH2:70][CH2:69][CH2:68]2)[N:62]([CH3:73])[N:61]=1.